This data is from Catalyst prediction with 721,799 reactions and 888 catalyst types from USPTO. The task is: Predict which catalyst facilitates the given reaction. (1) Reactant: [CH2:1]([O:8][C:9]1[CH:14]=[CH:13][C:12]([C:15]2[N:19]([C:20]3[CH:25]=[CH:24][C:23]([O:26][CH3:27])=[CH:22][CH:21]=3)[N:18]=[C:17]([OH:28])[CH:16]=2)=[CH:11][CH:10]=1)[C:2]1[CH:7]=[CH:6][CH:5]=[CH:4][CH:3]=1.I[CH:30]([CH3:32])[CH3:31].C(=O)([O-])[O-].[K+].[K+]. Product: [CH2:1]([O:8][C:9]1[CH:10]=[CH:11][C:12]([C:15]2[N:19]([C:20]3[CH:25]=[CH:24][C:23]([O:26][CH3:27])=[CH:22][CH:21]=3)[N:18]=[C:17]([O:28][CH:30]([CH3:32])[CH3:31])[CH:16]=2)=[CH:13][CH:14]=1)[C:2]1[CH:7]=[CH:6][CH:5]=[CH:4][CH:3]=1. The catalyst class is: 9. (2) Reactant: [CH:1]1[C:13]2[CH:12]([CH2:14][O:15][C:16]([NH:18][CH2:19][CH2:20][O:21][CH2:22][CH2:23][O:24][CH2:25][C:26]([OH:28])=[O:27])=[O:17])[C:11]3[C:6](=[CH:7][CH:8]=[CH:9][CH:10]=3)[C:5]=2[CH:4]=[CH:3][CH:2]=1.[CH3:29][C:30](=[CH2:32])[CH3:31].OS(O)(=O)=O. Product: [C:30]([O:27][C:26](=[O:28])[CH2:25][O:24][CH2:23][CH2:22][O:21][CH2:20][CH2:19][NH:18][C:16]([O:15][CH2:14][CH:12]1[C:11]2[CH:10]=[CH:9][CH:8]=[CH:7][C:6]=2[C:5]2[C:13]1=[CH:1][CH:2]=[CH:3][CH:4]=2)=[O:17])([CH3:32])([CH3:31])[CH3:29]. The catalyst class is: 4.